The task is: Regression/Classification. Given a drug SMILES string, predict its absorption, distribution, metabolism, or excretion properties. Task type varies by dataset: regression for continuous measurements (e.g., permeability, clearance, half-life) or binary classification for categorical outcomes (e.g., BBB penetration, CYP inhibition). Dataset: hlm.. This data is from Human liver microsome stability data. (1) The compound is COc1cc2c(cc1-c1c(C)noc1C)[nH]c1nc(C)nc(-c3cc(C)nc4ccccc34)c12. The result is 0 (unstable in human liver microsomes). (2) The molecule is CCc1cc(C(=O)N[C@@H]2C[C@@H](C(N)=O)N(C(=O)c3coc4ccccc34)C2)n(CC)n1. The result is 0 (unstable in human liver microsomes). (3) The compound is COC(=O)N(C)[C@H]1CC[C@H](n2cnc3cnc4[nH]ccc4c32)CC1. The result is 0 (unstable in human liver microsomes). (4) The drug is CCN(C(=O)OCC(=O)Nc1ccc(-c2ccc(CC(=O)O)cc2)cc1Cl)c1ccc(C(C)(C)C)cc1Cl. The result is 1 (stable in human liver microsomes). (5) The compound is CCc1c(S(=O)(=O)NCCc2ccc(N3CCOCC3)cc2)[nH]c2ccc(Cl)cc12. The result is 1 (stable in human liver microsomes). (6) The drug is CC(C)(C)[C@H]1C(=O)C(=C2NS(=O)(=O)c3c(CNS(C)(=O)=O)cccc32)C(=O)N1Cc1ccc(F)c(Cl)c1. The result is 0 (unstable in human liver microsomes). (7) The compound is CC(C#Cc1ccccc1)=NN=C(N)NS(=O)(=O)c1cc(C)c(Cl)cc1SCc1cccc(C(F)(F)F)c1. The result is 1 (stable in human liver microsomes).